Dataset: Full USPTO retrosynthesis dataset with 1.9M reactions from patents (1976-2016). Task: Predict the reactants needed to synthesize the given product. (1) Given the product [CH3:24][C:11](=[CH:17][CH2:18][CH2:19][CH2:20][CH2:21][CH3:22])[C:12]([O:14][CH2:15][CH3:16])=[O:13], predict the reactants needed to synthesize it. The reactants are: [H-].[Na+].C(OP([CH2:11][C:12]([O:14][CH2:15][CH3:16])=[O:13])(OCC)=O)C.[CH2:17](O)[CH2:18][CH2:19][CH2:20][CH2:21][CH3:22].[CH3:24]CCCCC. (2) The reactants are: Cl.[O:2]1[C:6]2[CH:7]=[CH:8][C:9]([CH2:11][NH+:12]([CH2:14][CH2:15]Cl)[CH3:13])=[CH:10][C:5]=2[O:4][CH2:3]1.[N:17]1([C:22]2[N:26]=[C:25]([CH:27]3[CH2:31][CH2:30][CH2:29][NH:28]3)[S:24][N:23]=2)[CH:21]=[CH:20][N:19]=[CH:18]1.[I-].[K+].OP([O-])([O-])=O.[K+].[K+]. Given the product [O:2]1[C:6]2[CH:7]=[CH:8][C:9]([CH2:11][N:12]([CH2:14][CH2:15][N:28]3[CH2:29][CH2:30][CH2:31][CH:27]3[C:25]3[S:24][N:23]=[C:22]([N:17]4[CH:21]=[CH:20][N:19]=[CH:18]4)[N:26]=3)[CH3:13])=[CH:10][C:5]=2[O:4][CH2:3]1, predict the reactants needed to synthesize it.